From a dataset of Catalyst prediction with 721,799 reactions and 888 catalyst types from USPTO. Predict which catalyst facilitates the given reaction. (1) Reactant: [F:1][C:2]1[CH:3]=[C:4]2[C:9](=[CH:10][CH:11]=1)[O:8][CH2:7][C:6]([C:12]#[N:13])=[CH:5]2. The catalyst class is: 834. Product: [F:1][C:2]1[CH:3]=[C:4]2[C:9](=[CH:10][CH:11]=1)[O:8][CH2:7][CH:6]([CH2:12][NH2:13])[CH2:5]2. (2) Reactant: [NH2:1][C:2]1[CH:11]=[CH:10][C:5]([C:6]([O:8][CH3:9])=[O:7])=[C:4]([F:12])[CH:3]=1.[Br:13][C:14]1[CH:19]=[CH:18][C:17]([S:20](Cl)(=[O:22])=[O:21])=[C:16]([CH3:24])[CH:15]=1.N1C=CC=CC=1. Product: [Br:13][C:14]1[CH:19]=[CH:18][C:17]([S:20]([NH:1][C:2]2[CH:11]=[CH:10][C:5]([C:6]([O:8][CH3:9])=[O:7])=[C:4]([F:12])[CH:3]=2)(=[O:22])=[O:21])=[C:16]([CH3:24])[CH:15]=1. The catalyst class is: 2. (3) Product: [Br:7][C:8]1[CH:13]=[CH:12][CH:11]=[CH:10][C:9]=1[S:14][CH2:19][CH:18]([O:21][CH2:22][CH3:23])[O:17][CH2:15][CH3:16]. The catalyst class is: 21. Reactant: C([O-])([O-])=O.[K+].[K+].[Br:7][C:8]1[CH:13]=[CH:12][CH:11]=[CH:10][C:9]=1[SH:14].[CH2:15]([O:17][CH:18]([O:21][CH2:22][CH3:23])[CH2:19]Br)[CH3:16]. (4) The catalyst class is: 7. Reactant: [CH3:1][NH:2][C:3](=[O:34])[C:4]1[CH:9]=[C:8]([Br:10])[C:7]([CH2:11][NH:12][CH2:13][C:14]([C:16]2[CH:21]=[C:20]([C:22]([CH3:25])([CH3:24])[CH3:23])[C:19]([OH:26])=[C:18]([C:27]([CH3:30])([CH3:29])[CH3:28])[CH:17]=2)=[O:15])=[CH:6][C:5]=1[O:31][CH2:32][CH3:33].[C:35](OC([O-])=O)([O:37][C:38]([CH3:41])([CH3:40])[CH3:39])=[O:36]. Product: [Br:10][C:8]1[CH:9]=[C:4]([C:3]([NH:2][CH3:1])=[O:34])[C:5]([O:31][CH2:32][CH3:33])=[CH:6][C:7]=1[CH2:11][N:12]([CH2:13][C:14]([C:16]1[CH:17]=[C:18]([C:27]([CH3:30])([CH3:29])[CH3:28])[C:19]([OH:26])=[C:20]([C:22]([CH3:25])([CH3:24])[CH3:23])[CH:21]=1)=[O:15])[C:35](=[O:36])[O:37][C:38]([CH3:41])([CH3:40])[CH3:39]. (5) Reactant: Br[CH2:2][CH:3]=[CH2:4].[CH3:5][O:6][C:7]([C:9]1[C:14]([O:15][CH2:16][C:17]2[CH:22]=[CH:21][CH:20]=[CH:19][CH:18]=2)=[C:13]([OH:23])[C:12]([C:24](=[O:34])[NH:25][CH2:26][C:27]2[CH:32]=[CH:31][C:30]([F:33])=[CH:29][CH:28]=2)=[CH:11][N:10]=1)=[O:8].C(=O)([O-])[O-].[Cs+].[Cs+].[Cl-].[NH4+]. Product: [CH3:5][O:6][C:7]([C:9]1[N:10]([CH2:4][CH:3]=[CH2:2])[CH:11]=[C:12]([C:24](=[O:34])[NH:25][CH2:26][C:27]2[CH:32]=[CH:31][C:30]([F:33])=[CH:29][CH:28]=2)[C:13](=[O:23])[C:14]=1[O:15][CH2:16][C:17]1[CH:18]=[CH:19][CH:20]=[CH:21][CH:22]=1)=[O:8]. The catalyst class is: 9. (6) Reactant: [CH2:1]([N:8]1[C:12]([CH3:13])=[CH:11][C:10]([C:14]([OH:16])=O)=[C:9]1[CH:17]([CH3:19])[CH3:18])[C:2]1[CH:7]=[CH:6][CH:5]=[CH:4][CH:3]=1.CCN=C=NCCCN(C)C.[F:31][C:32]1[CH:33]=[C:34]([CH:37]=[CH:38][C:39]=1[F:40])[CH2:35][NH2:36]. Product: [F:31][C:32]1[CH:33]=[C:34]([CH:37]=[CH:38][C:39]=1[F:40])[CH2:35][NH:36][C:14]([C:10]1[CH:11]=[C:12]([CH3:13])[N:8]([CH2:1][C:2]2[CH:3]=[CH:4][CH:5]=[CH:6][CH:7]=2)[C:9]=1[CH:17]([CH3:19])[CH3:18])=[O:16]. The catalyst class is: 142. (7) The catalyst class is: 294. Reactant: Br[C:2]1[CH:3]=[C:4]([NH:10][C:11]2[CH:16]=[CH:15][C:14]([N:17]3[CH2:22][CH2:21][N:20]([CH3:23])[C@H:19]([CH3:24])[CH2:18]3)=[CH:13][N:12]=2)[C:5](=[O:9])[N:6]([CH3:8])[CH:7]=1.[C:25]([O:28][CH2:29][C:30]1[C:35](B2OC(C)(C)C(C)(C)O2)=[CH:34][C:33]([F:45])=[CH:32][C:31]=1[N:46]1[CH2:58][CH2:57][N:49]2[C:50]3[CH2:51][CH2:52][CH2:53][CH2:54][C:55]=3[CH:56]=[C:48]2[C:47]1=[O:59])(=[O:27])[CH3:26].CC([O-])=O.[Na+].[O-]P([O-])([O-])=O.[K+].[K+].[K+]. Product: [C:25]([O:28][CH2:29][C:30]1[C:31]([N:46]2[CH2:58][CH2:57][N:49]3[C:50]4[CH2:51][CH2:52][CH2:53][CH2:54][C:55]=4[CH:56]=[C:48]3[C:47]2=[O:59])=[CH:32][C:33]([F:45])=[CH:34][C:35]=1[C:2]1[CH:3]=[C:4]([NH:10][C:11]2[CH:16]=[CH:15][C:14]([N:17]3[CH2:22][CH2:21][N:20]([CH3:23])[C@H:19]([CH3:24])[CH2:18]3)=[CH:13][N:12]=2)[C:5](=[O:9])[N:6]([CH3:8])[CH:7]=1)(=[O:27])[CH3:26]. (8) Reactant: [Cl:1][C:2]1[CH:3]=[C:4]([CH2:27][C:28]([O:30][CH2:31][CH3:32])=[O:29])[CH:5]=[CH:6][C:7]=1[N:8]1[C:16](=[O:17])[C:15]2[C:14](O)=[C:13]3[CH:19]=[CH:20][CH:21]=[CH:22][C:12]3=[C:11]([O:23][CH2:24][CH3:25])[C:10]=2[C:9]1=[O:26].C(=O)([O-])[O-].[Na+].[Na+].FC(F)(F)S([O:44][CH2:45][C:46]([F:49])([F:48])[F:47])(=O)=O.O. Product: [Cl:1][C:2]1[CH:3]=[C:4]([CH2:27][C:28]([O:30][CH2:31][CH3:32])=[O:29])[CH:5]=[CH:6][C:7]=1[N:8]1[C:16](=[O:17])[C:15]2[C:14]([O:44][CH2:45][C:46]([F:49])([F:48])[F:47])=[C:13]3[CH:19]=[CH:20][CH:21]=[CH:22][C:12]3=[C:11]([O:23][CH2:24][CH3:25])[C:10]=2[C:9]1=[O:26]. The catalyst class is: 3. (9) Reactant: [Br:1][C:2]1[CH:3]=[CH:4][C:5]([NH:8][CH:9]2[CH2:11][CH2:10]2)=[N:6][CH:7]=1.C(N(CC)CC)C.[C:19]([O:23][C:24](O[C:24]([O:23][C:19]([CH3:22])([CH3:21])[CH3:20])=[O:25])=[O:25])([CH3:22])([CH3:21])[CH3:20]. Product: [Br:1][C:2]1[CH:3]=[CH:4][C:5]([N:8]([CH:9]2[CH2:11][CH2:10]2)[C:24](=[O:25])[O:23][C:19]([CH3:22])([CH3:21])[CH3:20])=[N:6][CH:7]=1. The catalyst class is: 277. (10) Reactant: C=O.[CH3:3][C:4]1[S:13][C:12]2[NH:11][C:10]3[CH:14]=[CH:15][CH:16]=[CH:17][C:9]=3[N:8]=[C:7]([N:18]3[CH2:23][CH2:22][NH:21][C@@H:20]([CH2:24][CH2:25][C:26]4[CH:35]=[CH:34][C:33]5[C:28](=[CH:29][CH:30]=[CH:31][CH:32]=5)[CH:27]=4)[CH2:19]3)[C:6]=2[CH:5]=1.[C:36](O[BH-](OC(=O)C)OC(=O)C)(=O)C.[Na+]. Product: [CH3:3][C:4]1[S:13][C:12]2[NH:11][C:10]3[CH:14]=[CH:15][CH:16]=[CH:17][C:9]=3[N:8]=[C:7]([N:18]3[CH2:23][CH2:22][N:21]([CH3:36])[C@@H:20]([CH2:24][CH2:25][C:26]4[CH:35]=[CH:34][C:33]5[C:28](=[CH:29][CH:30]=[CH:31][CH:32]=5)[CH:27]=4)[CH2:19]3)[C:6]=2[CH:5]=1. The catalyst class is: 754.